From a dataset of Blood-brain barrier permeability classification from the B3DB database. Regression/Classification. Given a drug SMILES string, predict its absorption, distribution, metabolism, or excretion properties. Task type varies by dataset: regression for continuous measurements (e.g., permeability, clearance, half-life) or binary classification for categorical outcomes (e.g., BBB penetration, CYP inhibition). Dataset: b3db_classification. (1) The molecule is CNC(=O)N1CC(Oc2cccc(C(F)(F)F)c2)C1. The result is 1 (penetrates BBB). (2) The compound is CC(C)OC(=O)CCC/C=C/CC1C(O)CC(O)C1CCC(O)CCc1ccccc1. The result is 0 (does not penetrate BBB). (3) The molecule is CN1CCC[C@H]1Cc1c[nH]c2ccc(CCS(=O)(=O)c3ccccc3)cc12. The result is 1 (penetrates BBB). (4) The drug is Cc1ccc(-c2c(-c3ccc(S(C)(=O)=O)cc3)cc(Cl)c[n+]2[O-])cn1. The result is 1 (penetrates BBB). (5) The molecule is CC1(C)SC2C(NC(=O)C(NC(=O)Cc3ccc(C4=NCCCN4)cc3)c3ccccc3)C(=O)N2C1C(=O)O. The result is 0 (does not penetrate BBB). (6) The compound is CC[C@@H](C)C1(CC)C(=O)NC(=O)NC1=O. The result is 1 (penetrates BBB). (7) The drug is C[C@H]1CC[C@H](C)[C@@H](C)C1. The result is 1 (penetrates BBB). (8) The drug is O=C1[C@H]2CCCC[C@@H]2C(=O)N1CCCCN1CCN(c2nsc3ccccc23)CC1. The result is 1 (penetrates BBB). (9) The compound is CCN(CC)S(=O)(=O)NC1CC2c3cccc4[nH]cc(c34)CC2N(C)C1. The result is 1 (penetrates BBB). (10) The compound is COc1ccc(N2C[C@H](CN3CCC(O)(c4ccc5c(c4)OCO5)CC3)OC2=O)cc1. The result is 1 (penetrates BBB).